The task is: Regression. Given a peptide amino acid sequence and an MHC pseudo amino acid sequence, predict their binding affinity value. This is MHC class I binding data.. This data is from Peptide-MHC class I binding affinity with 185,985 pairs from IEDB/IMGT. The peptide sequence is AMHDKKIDI. The MHC is HLA-A02:01 with pseudo-sequence HLA-A02:01. The binding affinity (normalized) is 0.160.